From a dataset of Peptide-MHC class I binding affinity with 185,985 pairs from IEDB/IMGT. Regression. Given a peptide amino acid sequence and an MHC pseudo amino acid sequence, predict their binding affinity value. This is MHC class I binding data. (1) The peptide sequence is RFHNIAGHF. The MHC is H-2-Kd with pseudo-sequence H-2-Kd. The binding affinity (normalized) is 0. (2) The peptide sequence is AFHHVAREL. The MHC is HLA-B58:01 with pseudo-sequence HLA-B58:01. The binding affinity (normalized) is 0.140. (3) The binding affinity (normalized) is 1.00. The peptide sequence is FMAAFYRVM. The MHC is HLA-C12:03 with pseudo-sequence HLA-C12:03. (4) The peptide sequence is VLQQIFHSS. The MHC is HLA-A25:01 with pseudo-sequence HLA-A25:01. The binding affinity (normalized) is 0.0847. (5) The peptide sequence is SLYPPCLFK. The MHC is HLA-A68:02 with pseudo-sequence HLA-A68:02. The binding affinity (normalized) is 0.0847. (6) The peptide sequence is IPYLRNYMVI. The MHC is H-2-Db with pseudo-sequence H-2-Db. The binding affinity (normalized) is 0.162. (7) The peptide sequence is LQIVRFTDY. The MHC is HLA-B27:05 with pseudo-sequence HLA-B27:05. The binding affinity (normalized) is 0.0847.